This data is from Full USPTO retrosynthesis dataset with 1.9M reactions from patents (1976-2016). The task is: Predict the reactants needed to synthesize the given product. Given the product [F:35][C:2]1([F:1])[CH2:6][CH2:5][N:4]([C:7]2[NH:12][C:11](=[O:13])[C:10]([C:15]3[CH:20]=[CH:19][C:18]([O:21][C:22]4[CH:27]=[CH:26][N:25]=[C:24]([C:28]5[CH:29]=[N:30][N:31]([CH3:33])[CH:32]=5)[CH:23]=4)=[C:17]([CH3:34])[N:16]=3)=[CH:9][N:8]=2)[CH2:3]1, predict the reactants needed to synthesize it. The reactants are: [F:1][C:2]1([F:35])[CH2:6][CH2:5][N:4]([C:7]2[N:12]=[C:11]([O:13]C)[C:10]([C:15]3[CH:20]=[CH:19][C:18]([O:21][C:22]4[CH:27]=[CH:26][N:25]=[C:24]([C:28]5[CH:29]=[N:30][N:31]([CH3:33])[CH:32]=5)[CH:23]=4)=[C:17]([CH3:34])[N:16]=3)=[CH:9][N:8]=2)[CH2:3]1.Br.